This data is from Catalyst prediction with 721,799 reactions and 888 catalyst types from USPTO. The task is: Predict which catalyst facilitates the given reaction. (1) Reactant: [OH:1][C:2]1[C:10]2[N:9]=[C:8]([CH3:11])[N:7]([CH3:12])[C:6]=2[CH:5]=[CH:4][C:3]=1[C:13]([C@H:15]1[C@H:19]([C:20]2[CH:25]=[CH:24][CH:23]=[CH:22][CH:21]=2)[O:18]C(C)(C)[O:16]1)=[O:14].[OH-].[Na+]. Product: [OH:16][C@H:15]([C@@H:19]([OH:18])[C:20]1[CH:25]=[CH:24][CH:23]=[CH:22][CH:21]=1)[C:13]([C:3]1[CH:4]=[CH:5][C:6]2[N:7]([CH3:12])[C:8]([CH3:11])=[N:9][C:10]=2[C:2]=1[OH:1])=[O:14]. The catalyst class is: 33. (2) Reactant: C([O:9][CH2:10][CH2:11][N:12]1[C:20]2[C:19](Cl)=[N:18][CH:17]=[N:16][C:15]=2[CH:14]=[CH:13]1)(=O)C1C=CC=CC=1.[O:22]1[C:26]2[CH:27]=[CH:28][CH:29]=[C:30]([O:31][C:32]3[CH:38]=[CH:37][C:35]([NH2:36])=[CH:34][C:33]=3[Cl:39])[C:25]=2[CH:24]=[CH:23]1.[OH-].[Na+].[Cl-].[NH4+]. Product: [O:22]1[C:26]2[CH:27]=[CH:28][CH:29]=[C:30]([O:31][C:32]3[CH:38]=[CH:37][C:35]([NH:36][C:19]4[C:20]5[N:12]([CH2:11][CH2:10][OH:9])[CH:13]=[CH:14][C:15]=5[N:16]=[CH:17][N:18]=4)=[CH:34][C:33]=3[Cl:39])[C:25]=2[CH:24]=[CH:23]1. The catalyst class is: 32. (3) Reactant: [H][H].S.[C:4]1(=[O:11])[NH:10][CH2:9][CH2:8][CH2:7][CH2:6][CH2:5]1.[C:12](#N)C. Product: [CH3:12][CH:4]1[CH2:5][CH2:6][CH:7]([CH3:8])[O:11]1.[C:4]1(=[O:11])[NH:10][CH2:9][CH2:8][CH2:7][CH2:6][CH2:5]1. The catalyst class is: 1. (4) Reactant: [OH:1][C:2]1[CH:3]=[C:4]([C:10]2[O:11][CH:12]=[C:13]([CH2:15][CH2:16][C:17]([C:19]3[C:24]([CH3:25])=[CH:23][CH:22]=[CH:21][N:20]=3)=[O:18])[N:14]=2)[CH:5]=[CH:6][C:7]=1[O:8][CH3:9].N12CCCN=C1CC[CH2:29][CH2:28][CH2:27]2.C(Br)C=C.O. Product: [CH2:29]([O:1][C:2]1[CH:3]=[C:4]([C:10]2[O:11][CH:12]=[C:13]([CH2:15][CH2:16][C:17]([C:19]3[C:24]([CH3:25])=[CH:23][CH:22]=[CH:21][N:20]=3)=[O:18])[N:14]=2)[CH:5]=[CH:6][C:7]=1[O:8][CH3:9])[CH:28]=[CH2:27]. The catalyst class is: 162. (5) Reactant: [NH2:1][C:2]1[C:29]([C:30]2[CH:35]=[CH:34][C:33]([O:36][CH3:37])=[C:32]([C:38](=[O:49])[NH:39][C:40]3([C:43]4[N:48]=[CH:47][CH:46]=[CH:45][N:44]=4)[CH2:42][CH2:41]3)[CH:31]=2)=[CH:28][C:5]2[C:6]([C:16]3[N:17](C(OC(C)(C)C)=O)[CH:18]=[CH:19][N:20]=3)=[C:7]([C:9]3[CH:14]=[CH:13][C:12]([F:15])=[CH:11][CH:10]=3)[O:8][C:4]=2[CH:3]=1.N[C:51]1C(C2C=CC(OC)=C(C=2)C(NC2(C3N=CC=CN=3)CC2)=O)=CC2C(C3NC=CN=3)=C(C3C=CC(F)=CC=3)OC=2[CH:52]=1.C(=O)C.C([BH3-])#N.[Na+]. Product: [CH2:51]([NH:1][C:2]1[C:29]([C:30]2[CH:35]=[CH:34][C:33]([O:36][CH3:37])=[C:32]([CH:31]=2)[C:38]([NH:39][C:40]2([C:43]3[N:44]=[CH:45][CH:46]=[CH:47][N:48]=3)[CH2:42][CH2:41]2)=[O:49])=[CH:28][C:5]2[C:6]([C:16]3[NH:17][CH:18]=[CH:19][N:20]=3)=[C:7]([C:9]3[CH:10]=[CH:11][C:12]([F:15])=[CH:13][CH:14]=3)[O:8][C:4]=2[CH:3]=1)[CH3:52]. The catalyst class is: 5. (6) Reactant: [CH:1]([N:3]1[CH2:8][CH2:7][N:6]([C:9]([O:11][C:12]([CH3:15])([CH3:14])[CH3:13])=[O:10])[CH2:5][CH:4]1[C:16]([O:18]C)=[O:17])=[O:2].[OH-].[Na+:21]. Product: [C:12]([O:11][C:9]([N:6]1[CH2:7][CH2:8][N:3]([CH:1]=[O:2])[CH:4]([C:16]([O-:18])=[O:17])[CH2:5]1)=[O:10])([CH3:15])([CH3:13])[CH3:14].[Na+:21]. The catalyst class is: 12.